From a dataset of NCI-60 drug combinations with 297,098 pairs across 59 cell lines. Regression. Given two drug SMILES strings and cell line genomic features, predict the synergy score measuring deviation from expected non-interaction effect. (1) Drug 1: CCN(CC)CCCC(C)NC1=C2C=C(C=CC2=NC3=C1C=CC(=C3)Cl)OC. Drug 2: CCC1(C2=C(COC1=O)C(=O)N3CC4=CC5=C(C=CC(=C5CN(C)C)O)N=C4C3=C2)O.Cl. Cell line: UACC-257. Synergy scores: CSS=4.59, Synergy_ZIP=-3.33, Synergy_Bliss=0.272, Synergy_Loewe=-7.65, Synergy_HSA=-1.72. (2) Cell line: PC-3. Drug 2: C1=CC(=CC=C1CCC2=CNC3=C2C(=O)NC(=N3)N)C(=O)NC(CCC(=O)O)C(=O)O. Drug 1: CC1=C2C(C(=O)C3(C(CC4C(C3C(C(C2(C)C)(CC1OC(=O)C(C(C5=CC=CC=C5)NC(=O)OC(C)(C)C)O)O)OC(=O)C6=CC=CC=C6)(CO4)OC(=O)C)OC)C)OC. Synergy scores: CSS=60.3, Synergy_ZIP=-3.82, Synergy_Bliss=-6.10, Synergy_Loewe=-0.673, Synergy_HSA=2.54.